Predict the reactants needed to synthesize the given product. From a dataset of Full USPTO retrosynthesis dataset with 1.9M reactions from patents (1976-2016). (1) Given the product [C:17]1([CH:23]([O:24][C:10](=[O:11])[O:9][C@@H:3]2[CH:4]3[CH2:5][CH2:6][N:1]([CH2:8][CH2:7]3)[CH2:2]2)[C:25]2[CH:30]=[CH:29][CH:28]=[CH:27][C:26]=2[CH3:31])[CH:18]=[CH:19][CH:20]=[CH:21][CH:22]=1, predict the reactants needed to synthesize it. The reactants are: [N:1]12[CH2:8][CH2:7][CH:4]([CH2:5][CH2:6]1)[C@@H:3]([O:9][C:10](N1C=CN=C1)=[O:11])[CH2:2]2.[C:17]1([CH:23]([C:25]2[CH:30]=[CH:29][CH:28]=[CH:27][C:26]=2[CH3:31])[OH:24])[CH:22]=[CH:21][CH:20]=[CH:19][CH:18]=1. (2) Given the product [Cl:20][C:21]1[CH:26]=[CH:25][C:24]([CH2:27][C:28]([NH:1][N:2]2[N:11]=[C:10]([C:12]3[CH:17]=[CH:16][C:15]([Cl:18])=[CH:14][CH:13]=3)[C:9]3[C:4](=[CH:5][CH:6]=[CH:7][CH:8]=3)[C:3]2=[O:19])=[O:29])=[CH:23][CH:22]=1, predict the reactants needed to synthesize it. The reactants are: [NH2:1][N:2]1[N:11]=[C:10]([C:12]2[CH:17]=[CH:16][C:15]([Cl:18])=[CH:14][CH:13]=2)[C:9]2[C:4](=[CH:5][CH:6]=[CH:7][CH:8]=2)[C:3]1=[O:19].[Cl:20][C:21]1[CH:26]=[CH:25][C:24]([CH2:27][C:28](O)=[O:29])=[CH:23][CH:22]=1. (3) Given the product [O:9]=[C:1]([C:2]1[CH:3]=[CH:4][N:5]=[CH:6][CH:7]=1)[CH2:38][C:37]([O:33][CH2:24][CH3:19])=[O:39], predict the reactants needed to synthesize it. The reactants are: [C:1]([OH:9])(=O)[C:2]1[CH:7]=[CH:6][N:5]=[CH:4][CH:3]=1.C1(N=C=N[CH:19]2[CH2:24]CCCC2)CCCCC1.O.C1(C)C=CC(S(O)(=O)=[O:33])=CC=1.[CH2:37]([OH:39])[CH3:38]. (4) Given the product [CH3:13][O:6][C:5](=[O:7])[C:4]1[CH:3]=[C:2]([I:1])[C:10]([OH:11])=[C:9]([I:12])[CH:8]=1, predict the reactants needed to synthesize it. The reactants are: [I:1][C:2]1[CH:3]=[C:4]([CH:8]=[C:9]([I:12])[C:10]=1[OH:11])[C:5]([OH:7])=[O:6].[CH3:13]O. (5) Given the product [Cl:1][C:2]1[CH:10]=[CH:9][C:5]([C:6]([NH2:8])=[O:7])=[C:4]([C@H:17]([CH:16]([CH3:21])[CH3:15])[CH3:18])[N:3]=1, predict the reactants needed to synthesize it. The reactants are: [Cl:1][C:2]1[CH:10]=[CH:9][C:5]([C:6]([NH2:8])=[O:7])=[CH:4][N:3]=1.C1(N[C:15](=O)[C:16]2[CH:21]=C(F)C(C)=[C:18](B3OC(C)(C)C(C)(C)O3)[CH:17]=2)CC1.C(=O)([O-])O.[Na+]. (6) Given the product [OH:26][C@H:18]1[CH2:19][C:20]2[C:25](=[CH:24][CH:23]=[CH:22][CH:21]=2)[C@H:17]1[NH:16][C:15]([C:13]1[CH:14]=[C:7]2[N:6]=[C:5]([C:3]([OH:4])=[O:2])[CH:10]=[C:9]([CH3:11])[N:8]2[N:12]=1)=[O:27], predict the reactants needed to synthesize it. The reactants are: C[O:2][C:3]([C:5]1[CH:10]=[C:9]([CH3:11])[N:8]2[N:12]=[C:13]([C:15](=[O:27])[NH:16][C@@H:17]3[C:25]4[C:20](=[CH:21][CH:22]=[CH:23][CH:24]=4)[CH2:19][C@@H:18]3[OH:26])[CH:14]=[C:7]2[N:6]=1)=[O:4].[OH-].C[Sn+](C)C. (7) Given the product [NH2:11][C:8]1[CH:9]=[C:10]2[C:5](=[CH:6][CH:7]=1)[NH:4][N:3]=[C:2]2[I:1], predict the reactants needed to synthesize it. The reactants are: [I:1][C:2]1[C:10]2[C:5](=[CH:6][CH:7]=[C:8]([N+:11]([O-])=O)[CH:9]=2)[NH:4][N:3]=1.C(O)C.O.N. (8) Given the product [CH3:44][N:45]([CH:46]1[CH2:51][CH2:50][N:49]([CH3:52])[CH2:48][CH2:47]1)[C:11](=[O:13])[CH2:10][CH2:9][CH2:8][O:1][C:2]1[CH:3]=[CH:4][CH:5]=[CH:6][CH:7]=1, predict the reactants needed to synthesize it. The reactants are: [O:1]([CH2:8][CH2:9][CH2:10][C:11]([OH:13])=O)[C:2]1[CH:7]=[CH:6][CH:5]=[CH:4][CH:3]=1.C1C=CC2N(O)N=NC=2C=1.CCN=C=NCCCN(C)C.C(N(C(C)C)CC)(C)C.[CH3:44][NH:45][CH:46]1[CH2:51][CH2:50][N:49]([CH3:52])[CH2:48][CH2:47]1.